From a dataset of Catalyst prediction with 721,799 reactions and 888 catalyst types from USPTO. Predict which catalyst facilitates the given reaction. (1) Reactant: C[N:2]1[CH:7]=[C:6]([CH:8]2[O:12]CCO2)[CH:5]=[CH:4][C:3]1=O.[CH3:14][N:15]1C=CC=C(C2OCCO2)C1=O.Cl. Product: [C:14]([C:3]1[N:2]=[CH:7][C:6]([CH:8]=[O:12])=[CH:5][CH:4]=1)#[N:15]. The catalyst class is: 7. (2) Reactant: O[C:2]1[CH:3]=[C:4]([CH:7]=[CH:8][CH:9]=1)[CH:5]=O.[C:10](=[O:13])([O-])[O-].[K+].[K+].[I-].[K+].Cl[CH2:19][CH:20]1[CH2:22][CH2:21]1.C[N:24](C=O)C. Product: [CH:22]1([CH2:21][O:13][C:10]2[CH:5]=[C:4]([CH:3]([NH2:24])[CH3:2])[CH:7]=[CH:8][CH:9]=2)[CH2:20][CH2:19]1. The catalyst class is: 6. (3) Reactant: [CH3:1][C@@H:2]([OH:5])[CH2:3][CH3:4].CCN(CC)CC.[CH3:13][S:14](Cl)(=[O:16])=[O:15]. Product: [CH3:13][S:14]([O:5][C@H:2]([CH3:1])[CH2:3][CH3:4])(=[O:16])=[O:15]. The catalyst class is: 2. (4) Reactant: [Cl:1][C:2]1[CH:7]=[CH:6][N+:5]([O-])=[CH:4][CH:3]=1.[CH3:9][N:10](C)C(Cl)=O.C(#N)C.C[Si](C#N)(C)C. Product: [Cl:1][C:2]1[CH:7]=[CH:6][N:5]=[C:4]([C:9]#[N:10])[CH:3]=1. The catalyst class is: 69.